From a dataset of Serine/threonine kinase 33 screen with 319,792 compounds. Binary Classification. Given a drug SMILES string, predict its activity (active/inactive) in a high-throughput screening assay against a specified biological target. (1) The compound is O=C(NC=1CCCC1C#N)c1cc(OC)c(OC)c(OC)c1. The result is 0 (inactive). (2) The drug is BrCC(O)C(O)C(O)C(O)CBr. The result is 0 (inactive).